Regression. Given two drug SMILES strings and cell line genomic features, predict the synergy score measuring deviation from expected non-interaction effect. From a dataset of NCI-60 drug combinations with 297,098 pairs across 59 cell lines. (1) Drug 1: C1=NNC2=C1C(=O)NC=N2. Cell line: NCI/ADR-RES. Drug 2: C1C(C(OC1N2C=NC(=NC2=O)N)CO)O. Synergy scores: CSS=0.225, Synergy_ZIP=3.46, Synergy_Bliss=7.33, Synergy_Loewe=-2.96, Synergy_HSA=-1.43. (2) Drug 1: C1=C(C(=O)NC(=O)N1)N(CCCl)CCCl. Drug 2: CN(CCCl)CCCl.Cl. Cell line: NCI-H522. Synergy scores: CSS=23.9, Synergy_ZIP=-9.95, Synergy_Bliss=-4.15, Synergy_Loewe=-0.610, Synergy_HSA=0.908.